This data is from Reaction yield outcomes from USPTO patents with 853,638 reactions. The task is: Predict the reaction yield, written as a fraction of the theoretical maximum amount of product (1.0 means a 100% yield; for example, 0.34 means a 34% yield). (1) The reactants are [Cl:1][C:2]1[C:3]2[CH:13]=[CH:12][CH:11]=[CH:10][C:4]=2[S:5][C:6]=1[C:7](O)=[O:8].[H-].[H-].[H-].[H-].[Li+].[Al+3]. The catalyst is C1COCC1. The product is [Cl:1][C:2]1[C:3]2[CH:13]=[CH:12][CH:11]=[CH:10][C:4]=2[S:5][C:6]=1[CH2:7][OH:8]. The yield is 0.460. (2) The reactants are [CH2:1]([N:3]1[C:8]2[N:9]=[C:10]([S:13][CH3:14])[N:11]=[CH:12][C:7]=2[CH:6]=[C:5]([C:15]2[CH:20]=[CH:19][CH:18]=[CH:17][CH:16]=2)[C:4]1=[O:21])[CH3:2].ClC1C=CC=C(C(OO)=[O:30])C=1. The catalyst is ClCCl. The product is [CH2:1]([N:3]1[C:8]2[N:9]=[C:10]([S:13]([CH3:14])=[O:30])[N:11]=[CH:12][C:7]=2[CH:6]=[C:5]([C:15]2[CH:16]=[CH:17][CH:18]=[CH:19][CH:20]=2)[C:4]1=[O:21])[CH3:2]. The yield is 0.880.